Dataset: NCI-60 drug combinations with 297,098 pairs across 59 cell lines. Task: Regression. Given two drug SMILES strings and cell line genomic features, predict the synergy score measuring deviation from expected non-interaction effect. (1) Drug 1: CS(=O)(=O)C1=CC(=C(C=C1)C(=O)NC2=CC(=C(C=C2)Cl)C3=CC=CC=N3)Cl. Drug 2: CC1CCC2CC(C(=CC=CC=CC(CC(C(=O)C(C(C(=CC(C(=O)CC(OC(=O)C3CCCCN3C(=O)C(=O)C1(O2)O)C(C)CC4CCC(C(C4)OC)O)C)C)O)OC)C)C)C)OC. Cell line: DU-145. Synergy scores: CSS=38.6, Synergy_ZIP=6.50, Synergy_Bliss=12.3, Synergy_Loewe=-3.75, Synergy_HSA=11.7. (2) Drug 1: C1CC(=O)NC(=O)C1N2CC3=C(C2=O)C=CC=C3N. Drug 2: C1CCC(CC1)NC(=O)N(CCCl)N=O. Cell line: HCT-15. Synergy scores: CSS=22.8, Synergy_ZIP=-6.58, Synergy_Bliss=-1.58, Synergy_Loewe=-1.98, Synergy_HSA=-1.90. (3) Drug 1: CS(=O)(=O)CCNCC1=CC=C(O1)C2=CC3=C(C=C2)N=CN=C3NC4=CC(=C(C=C4)OCC5=CC(=CC=C5)F)Cl. Drug 2: CNC(=O)C1=NC=CC(=C1)OC2=CC=C(C=C2)NC(=O)NC3=CC(=C(C=C3)Cl)C(F)(F)F. Cell line: NCI/ADR-RES. Synergy scores: CSS=1.48, Synergy_ZIP=1.68, Synergy_Bliss=2.39, Synergy_Loewe=-2.38, Synergy_HSA=-1.08. (4) Drug 1: CC1=C(C(CCC1)(C)C)C=CC(=CC=CC(=CC(=O)O)C)C. Drug 2: CC1CCCC2(C(O2)CC(NC(=O)CC(C(C(=O)C(C1O)C)(C)C)O)C(=CC3=CSC(=N3)C)C)C. Cell line: HOP-62. Synergy scores: CSS=38.7, Synergy_ZIP=-0.277, Synergy_Bliss=-2.34, Synergy_Loewe=-10.4, Synergy_HSA=0.641. (5) Drug 1: CCC(=C(C1=CC=CC=C1)C2=CC=C(C=C2)OCCN(C)C)C3=CC=CC=C3.C(C(=O)O)C(CC(=O)O)(C(=O)O)O. Drug 2: C1CC(C1)(C(=O)O)C(=O)O.[NH2-].[NH2-].[Pt+2]. Cell line: SF-268. Synergy scores: CSS=0.677, Synergy_ZIP=1.02, Synergy_Bliss=4.92, Synergy_Loewe=-0.500, Synergy_HSA=0.126. (6) Drug 1: CC1=C2C(C(=O)C3(C(CC4C(C3C(C(C2(C)C)(CC1OC(=O)C(C(C5=CC=CC=C5)NC(=O)C6=CC=CC=C6)O)O)OC(=O)C7=CC=CC=C7)(CO4)OC(=O)C)O)C)OC(=O)C. Drug 2: CCCCC(=O)OCC(=O)C1(CC(C2=C(C1)C(=C3C(=C2O)C(=O)C4=C(C3=O)C=CC=C4OC)O)OC5CC(C(C(O5)C)O)NC(=O)C(F)(F)F)O. Cell line: ACHN. Synergy scores: CSS=8.41, Synergy_ZIP=0.677, Synergy_Bliss=-2.48, Synergy_Loewe=0.486, Synergy_HSA=-1.10.